From a dataset of Catalyst prediction with 721,799 reactions and 888 catalyst types from USPTO. Predict which catalyst facilitates the given reaction. Reactant: [C:1]([NH:11][C@H:12]([C:17]([OH:19])=O)[CH2:13][CH:14]([CH3:16])[CH3:15])([O:3][CH2:4][C:5]1[CH:10]=[CH:9][CH:8]=[CH:7][CH:6]=1)=[O:2].CN1CC[O:24][CH2:23][CH2:22]1.ClC(OCC(C)C)=O.[BrH:35]. Product: [Br:35][CH2:22][C:23]([C:17](=[O:19])[C@H:12]([CH2:13][CH:14]([CH3:15])[CH3:16])[NH:11][C:1]([O:3][CH2:4][C:5]1[CH:6]=[CH:7][CH:8]=[CH:9][CH:10]=1)=[O:2])=[O:24]. The catalyst class is: 1.